Dataset: NCI-60 drug combinations with 297,098 pairs across 59 cell lines. Task: Regression. Given two drug SMILES strings and cell line genomic features, predict the synergy score measuring deviation from expected non-interaction effect. Drug 1: C1CCC(C1)C(CC#N)N2C=C(C=N2)C3=C4C=CNC4=NC=N3. Drug 2: CC1=C2C(C(=O)C3(C(CC4C(C3C(C(C2(C)C)(CC1OC(=O)C(C(C5=CC=CC=C5)NC(=O)C6=CC=CC=C6)O)O)OC(=O)C7=CC=CC=C7)(CO4)OC(=O)C)O)C)OC(=O)C. Cell line: SK-OV-3. Synergy scores: CSS=51.1, Synergy_ZIP=2.36, Synergy_Bliss=3.01, Synergy_Loewe=-44.9, Synergy_HSA=4.03.